Dataset: Reaction yield outcomes from USPTO patents with 853,638 reactions. Task: Predict the reaction yield, written as a fraction of the theoretical maximum amount of product (1.0 means a 100% yield; for example, 0.34 means a 34% yield). (1) The reactants are Cl.[OH:2][NH:3][C:4]([C@H:6]1[C:11]([CH3:13])([CH3:12])[S:10][CH2:9][CH2:8][N:7]1[S:14]([C:17]1[CH:37]=[CH:36][C:20]([O:21][CH2:22][C:23]#[C:24][CH2:25][CH2:26][CH2:27][NH:28]C(=O)OC(C)(C)C)=[CH:19][CH:18]=1)(=[O:16])=[O:15])=[O:5]. The catalyst is ClCCl.CO. The product is [NH2:28][CH2:27][CH2:26][CH2:25][C:24]#[C:23][CH2:22][O:21][C:20]1[CH:36]=[CH:37][C:17]([S:14]([N:7]2[CH2:8][CH2:9][S:10][C:11]([CH3:12])([CH3:13])[C@@H:6]2[C:4]([NH:3][OH:2])=[O:5])(=[O:15])=[O:16])=[CH:18][CH:19]=1. The yield is 1.00. (2) The reactants are [C:1]([O:5][C:6]([N:8]1[CH2:13][CH2:12][CH:11]([C:14](=O)[NH:15][CH2:16][C:17]([C:19]2[CH:24]=[CH:23][C:22]([F:25])=[C:21]([C:26]([F:29])([F:28])[F:27])[CH:20]=2)=O)[CH2:10][CH2:9]1)=[O:7])([CH3:4])([CH3:3])[CH3:2].C([N:33](CC)CC)C.C([O-])(=O)C.[NH4+]. The catalyst is C(O)CCC.C(OCC)(=O)C. The product is [F:25][C:22]1[CH:23]=[CH:24][C:19]([C:17]2[N:33]=[C:14]([CH:11]3[CH2:12][CH2:13][N:8]([C:6]([O:5][C:1]([CH3:4])([CH3:3])[CH3:2])=[O:7])[CH2:9][CH2:10]3)[NH:15][CH:16]=2)=[CH:20][C:21]=1[C:26]([F:29])([F:28])[F:27]. The yield is 0.540.